This data is from Forward reaction prediction with 1.9M reactions from USPTO patents (1976-2016). The task is: Predict the product of the given reaction. (1) Given the reactants [Cl:1][C:2]1[N:7]=[C:6](Cl)[C:5]([Cl:9])=[CH:4][N:3]=1.[OH:10][C:11]1[CH:12]=[CH:13][CH:14]=[C:15]2[C:19]=1[C:18](=[O:20])[N:17]([CH3:21])[CH2:16]2.C(=O)([O-])[O-].[Cs+].[Cs+], predict the reaction product. The product is: [Cl:1][C:2]1[N:7]=[C:6]([O:10][C:11]2[CH:12]=[CH:13][CH:14]=[C:15]3[C:19]=2[C:18](=[O:20])[N:17]([CH3:21])[CH2:16]3)[C:5]([Cl:9])=[CH:4][N:3]=1. (2) Given the reactants [Br:1][CH2:2][C:3]1[CH:12]=[CH:11][CH:10]=[C:9]2[C:4]=1[CH:5]=[CH:6][N:7]=[CH:8]2.C1C2C(=C(CO)C=CC=2)C=CN=1.Br, predict the reaction product. The product is: [BrH:1].[Br:1][CH2:2][C:3]1[CH:12]=[CH:11][CH:10]=[C:9]2[C:4]=1[CH:5]=[CH:6][N:7]=[CH:8]2. (3) Given the reactants C([N:8]1[C:12]([CH:13]=[C:14]2[C:22]3[C:17](=[CH:18][CH:19]=[CH:20][CH:21]=3)[CH2:16][CH:15]2[C:23]2[CH:28]=[CH:27][CH:26]=[CH:25][CH:24]=2)=[CH:11][N:10]=[CH:9]1)C1C=CC=CC=1.C(N1C(C=C2C3C(=CC=C(OC)C=3)CC2C2C=CC=CC=2)=CN=C1)C1C=CC=CC=1, predict the reaction product. The product is: [C:23]1([CH:15]2[CH2:16][C:17]3[C:22](=[CH:21][CH:20]=[CH:19][CH:18]=3)[CH:14]2[CH2:13][C:12]2[N:8]=[CH:9][NH:10][CH:11]=2)[CH:28]=[CH:27][CH:26]=[CH:25][CH:24]=1. (4) The product is: [OH:20][CH2:19][C:18]([N:9]1[CH2:10][CH:11]2[CH2:15][C:14](=[O:16])[CH2:13][CH:12]2[CH2:8]1)=[O:17]. Given the reactants FC(F)(F)C(O)=O.[CH2:8]1[CH:12]2[CH2:13][C:14](=[O:16])[CH2:15][CH:11]2[CH2:10][NH:9]1.[OH:17][CH2:18][C:19](O)=[O:20].Cl.C(N=C=NCCCN(C)C)C.C(N(CC)CC)C, predict the reaction product. (5) Given the reactants C(O[BH-](OC(=O)C)OC(=O)C)(=O)C.[Na+].[Cl:15][C:16]1[CH:17]=[CH:18][C:19]([O:40][CH2:41][C:42]2[CH:47]=[CH:46][C:45]([Cl:48])=[CH:44][C:43]=2[F:49])=[C:20]([CH2:22][C:23]2[N:28]=[C:27]([C:29]3[NH:33][C:32]4[CH:34]=[CH:35][C:36]([CH:38]=O)=[CH:37][C:31]=4[N:30]=3)[CH:26]=[CH:25][CH:24]=2)[CH:21]=1.[CH3:50][NH:51][CH3:52].[BH4-].[Na+].Cl, predict the reaction product. The product is: [ClH:15].[Cl:15][C:16]1[CH:17]=[CH:18][C:19]([O:40][CH2:41][C:42]2[CH:47]=[CH:46][C:45]([Cl:48])=[CH:44][C:43]=2[F:49])=[C:20]([CH2:22][C:23]2[N:28]=[C:27]([C:29]3[NH:33][C:32]4[CH:34]=[CH:35][C:36]([CH2:38][N:51]([CH3:52])[CH3:50])=[CH:37][C:31]=4[N:30]=3)[CH:26]=[CH:25][CH:24]=2)[CH:21]=1. (6) Given the reactants [C:1]([NH:4][C:5]1[CH:10]=[C:9]([O:11][C:12]2[C:17]([F:18])=[CH:16][C:15]([NH:19][C:20]([C:22]3[C:23](=[O:36])[N:24]([C:29]4[CH:34]=[CH:33][C:32]([F:35])=[CH:31][CH:30]=4)[CH:25]=[CH:26][C:27]=3I)=[O:21])=[C:14]([F:37])[CH:13]=2)[CH:8]=[CH:7][N:6]=1)(=[O:3])[CH3:2].[CH2:38]([NH2:40])[CH3:39], predict the reaction product. The product is: [C:1]([NH:4][C:5]1[CH:10]=[C:9]([O:11][C:12]2[C:17]([F:18])=[CH:16][C:15]([NH:19][C:20]([C:22]3[C:23](=[O:36])[N:24]([C:29]4[CH:34]=[CH:33][C:32]([F:35])=[CH:31][CH:30]=4)[CH:25]=[CH:26][C:27]=3[NH:40][CH2:38][CH3:39])=[O:21])=[C:14]([F:37])[CH:13]=2)[CH:8]=[CH:7][N:6]=1)(=[O:3])[CH3:2]. (7) Given the reactants [CH3:1][O:2][C:3]1[CH:29]=[CH:28][C:6]2[NH:7][C:8](=[O:27])[N:9]([CH:12]3[CH2:17][CH2:16][N:15]([C:18]4[CH:23]=[C:22]([C:24]([OH:26])=O)C=C[N:19]=4)[CH2:14][CH2:13]3)[CH2:10][CH2:11][C:5]=2[CH:4]=1.[NH2:30][C:31]1[CH:39]=[CH:38][CH:37]=[C:36]2[C:32]=1[CH:33]=[N:34][NH:35]2.[CH3:40][N:41](C(ON1N=NC2C=CC=CC1=2)=[N+](C)C)C.[B-](F)(F)(F)F, predict the reaction product. The product is: [NH:35]1[C:36]2[C:32](=[C:31]([NH:30][C:24]([C:22]3[CH:23]=[C:18]([N:15]4[CH2:16][CH2:17][CH:12]([N:9]5[CH2:10][CH2:11][C:5]6[CH:4]=[C:3]([O:2][CH3:1])[CH:29]=[CH:28][C:6]=6[NH:7][C:8]5=[O:27])[CH2:13][CH2:14]4)[N:19]=[CH:40][N:41]=3)=[O:26])[CH:39]=[CH:38][CH:37]=2)[CH:33]=[N:34]1. (8) Given the reactants [NH2:1][C:2]1[S:3][C:4]([C:10]2[C:15]([F:16])=[CH:14][C:13]([C:17]([OH:20])([CH3:19])[CH3:18])=[CH:12][C:11]=2[F:21])=[CH:5][C:6]=1[C:7]([NH2:9])=[O:8].Cl[C:23]1[N:28]=[C:27]([F:29])[C:26]([C:30]([OH:33])([CH3:32])[CH3:31])=[CH:25][CH:24]=1, predict the reaction product. The product is: [F:16][C:15]1[CH:14]=[C:13]([C:17]([OH:20])([CH3:18])[CH3:19])[CH:12]=[C:11]([F:21])[C:10]=1[C:4]1[S:3][C:2]([NH:1][C:23]2[CH:24]=[CH:25][C:26]([C:30]([OH:33])([CH3:32])[CH3:31])=[C:27]([F:29])[N:28]=2)=[C:6]([C:7]([NH2:9])=[O:8])[CH:5]=1. (9) Given the reactants C(OC([N:6]=[S:7]([CH3:36])([C:9]1[CH:14]=[CH:13][C:12]([CH2:15][O:16][C:17]2[CH:26]=[C:25]3[C:20]([C:21]([NH:27][C:28]4[CH:29]=[N:30][CH:31]=[CH:32][CH:33]=4)=[N:22][CH:23]=[N:24]3)=[CH:19][C:18]=2[O:34][CH3:35])=[CH:11][CH:10]=1)=[O:8])=O)C.ClCCl.CO, predict the reaction product. The product is: [CH3:35][O:34][C:18]1[CH:19]=[C:20]2[C:25](=[CH:26][C:17]=1[O:16][CH2:15][C:12]1[CH:11]=[CH:10][C:9]([S:7]([CH3:36])(=[NH:6])=[O:8])=[CH:14][CH:13]=1)[N:24]=[CH:23][N:22]=[C:21]2[NH:27][C:28]1[CH:29]=[N:30][CH:31]=[CH:32][CH:33]=1. (10) Given the reactants [F:1][C:2]1[C:21]([O:22][CH3:23])=[CH:20][C:19]([O:24][CH3:25])=[C:18]([F:26])[C:3]=1[CH2:4][O:5][C:6]1[CH:7]=[N:8][C:9]([NH:12][C:13]2[CH:14]=[N:15][NH:16][CH:17]=2)=[N:10][CH:11]=1.[C:27](=O)([O-])[O-].[Cs+].[Cs+].C(=O)([O-])O.[Na+].CN1CC[CH2:41][C:40]1=[O:44], predict the reaction product. The product is: [F:26][C:18]1[C:19]([O:24][CH3:25])=[CH:20][C:21]([O:22][CH3:23])=[C:2]([F:1])[C:3]=1[CH2:4][O:5][C:6]1[CH:11]=[N:10][C:9]([NH:12][C:13]2[CH:17]=[N:16][N:15]([CH2:27][C@@H:40]([OH:44])[CH3:41])[CH:14]=2)=[N:8][CH:7]=1.